From a dataset of NCI-60 drug combinations with 297,098 pairs across 59 cell lines. Regression. Given two drug SMILES strings and cell line genomic features, predict the synergy score measuring deviation from expected non-interaction effect. (1) Drug 1: C1C(C(OC1N2C=C(C(=O)NC2=O)F)CO)O. Drug 2: C1=NNC2=C1C(=O)NC=N2. Cell line: HS 578T. Synergy scores: CSS=54.7, Synergy_ZIP=-2.77, Synergy_Bliss=-3.41, Synergy_Loewe=-68.0, Synergy_HSA=-4.59. (2) Drug 1: CN(CC1=CN=C2C(=N1)C(=NC(=N2)N)N)C3=CC=C(C=C3)C(=O)NC(CCC(=O)O)C(=O)O. Drug 2: C1CN(CCN1C(=O)CCBr)C(=O)CCBr. Cell line: PC-3. Synergy scores: CSS=57.4, Synergy_ZIP=1.42, Synergy_Bliss=0.505, Synergy_Loewe=-8.90, Synergy_HSA=0.210. (3) Drug 1: CC1C(C(CC(O1)OC2CC(CC3=C2C(=C4C(=C3O)C(=O)C5=C(C4=O)C(=CC=C5)OC)O)(C(=O)CO)O)N)O.Cl. Drug 2: C1CC(=O)NC(=O)C1N2CC3=C(C2=O)C=CC=C3N. Cell line: HOP-92. Synergy scores: CSS=0.474, Synergy_ZIP=-0.117, Synergy_Bliss=-0.528, Synergy_Loewe=-2.95, Synergy_HSA=-1.62. (4) Drug 1: CC1C(C(=O)NC(C(=O)N2CCCC2C(=O)N(CC(=O)N(C(C(=O)O1)C(C)C)C)C)C(C)C)NC(=O)C3=C4C(=C(C=C3)C)OC5=C(C(=O)C(=C(C5=N4)C(=O)NC6C(OC(=O)C(N(C(=O)CN(C(=O)C7CCCN7C(=O)C(NC6=O)C(C)C)C)C)C(C)C)C)N)C. Drug 2: CN1C2=C(C=C(C=C2)N(CCCl)CCCl)N=C1CCCC(=O)O.Cl. Cell line: T-47D. Synergy scores: CSS=0.120, Synergy_ZIP=0.0148, Synergy_Bliss=-0.701, Synergy_Loewe=-5.01, Synergy_HSA=-3.72. (5) Drug 1: CCC(=C(C1=CC=CC=C1)C2=CC=C(C=C2)OCCN(C)C)C3=CC=CC=C3.C(C(=O)O)C(CC(=O)O)(C(=O)O)O. Drug 2: CCN(CC)CCCC(C)NC1=C2C=C(C=CC2=NC3=C1C=CC(=C3)Cl)OC. Cell line: KM12. Synergy scores: CSS=32.4, Synergy_ZIP=-3.29, Synergy_Bliss=-1.09, Synergy_Loewe=-12.3, Synergy_HSA=-0.937. (6) Drug 1: C1=C(C(=O)NC(=O)N1)N(CCCl)CCCl. Drug 2: C1CNP(=O)(OC1)N(CCCl)CCCl. Cell line: NCIH23. Synergy scores: CSS=30.0, Synergy_ZIP=6.05, Synergy_Bliss=8.48, Synergy_Loewe=-20.9, Synergy_HSA=6.56. (7) Drug 1: CN(C)N=NC1=C(NC=N1)C(=O)N. Drug 2: C1=NC(=NC(=O)N1C2C(C(C(O2)CO)O)O)N. Cell line: HOP-92. Synergy scores: CSS=0.264, Synergy_ZIP=-2.92, Synergy_Bliss=-4.35, Synergy_Loewe=-8.34, Synergy_HSA=-3.70. (8) Drug 1: CN1C(=O)N2C=NC(=C2N=N1)C(=O)N. Drug 2: CC1C(C(CC(O1)OC2CC(OC(C2O)C)OC3=CC4=CC5=C(C(=O)C(C(C5)C(C(=O)C(C(C)O)O)OC)OC6CC(C(C(O6)C)O)OC7CC(C(C(O7)C)O)OC8CC(C(C(O8)C)O)(C)O)C(=C4C(=C3C)O)O)O)O. Cell line: OVCAR-8. Synergy scores: CSS=42.9, Synergy_ZIP=0.0448, Synergy_Bliss=-1.20, Synergy_Loewe=-41.4, Synergy_HSA=-1.46.